This data is from Full USPTO retrosynthesis dataset with 1.9M reactions from patents (1976-2016). The task is: Predict the reactants needed to synthesize the given product. (1) The reactants are: [CH3:1][O:2]/[N:3]=[C:4](/[C:15]1[CH:20]=[CH:19][CH:18]=[CH:17][CH:16]=1)\[CH2:5][O:6][C:7]1[CH:12]=[CH:11][C:10]([CH2:13][OH:14])=[CH:9][CH:8]=1.O[C:22]1[CH:29]=[CH:28][C:25]([CH:26]=[O:27])=[CH:24][CH:23]=1.C1(P(C2C=CC=CC=2)C2C=CC=CC=2)C=CC=CC=1.N(C(OC(C)C)=O)=NC(OC(C)C)=O. Given the product [CH3:1][O:2]/[N:3]=[C:4](/[C:15]1[CH:20]=[CH:19][CH:18]=[CH:17][CH:16]=1)\[CH2:5][O:6][C:7]1[CH:12]=[CH:11][C:10]([CH2:13][O:14][C:22]2[CH:29]=[CH:28][C:25]([CH:26]=[O:27])=[CH:24][CH:23]=2)=[CH:9][CH:8]=1, predict the reactants needed to synthesize it. (2) Given the product [CH:17]1([CH:13]([C:9]2[CH:8]=[N:7][CH:12]=[CH:11][CH:10]=2)[C:14]#[N:15])[CH2:21][CH2:20][CH2:19][CH2:18]1, predict the reactants needed to synthesize it. The reactants are: CC(C)([O-])C.[K+].[N:7]1[CH:12]=[CH:11][CH:10]=[C:9]([CH2:13][C:14]#[N:15])[CH:8]=1.Br[CH:17]1[CH2:21][CH2:20][CH2:19][CH2:18]1.[Cl-].[NH4+]. (3) Given the product [CH2:1]([NH:3][C:4]([NH:5][C:6]1[S:7][C:8]2[C:14]([C:15]3[CH:20]=[CH:19][CH:18]=[CH:17][N:16]=3)=[CH:13][C:12]([C:21]3[CH:22]=[N:23][C:24]([N:27]4[CH2:28][CH2:29][C:30]([C:38]([F:41])([F:40])[F:39])([C:33]([OH:35])=[O:34])[CH2:31][CH2:32]4)=[N:25][CH:26]=3)=[CH:11][C:9]=2[N:10]=1)=[O:42])[CH3:2], predict the reactants needed to synthesize it. The reactants are: [CH2:1]([NH:3][C:4](=[O:42])[NH:5][C:6]1[S:7][C:8]2[C:14]([C:15]3[CH:20]=[CH:19][CH:18]=[CH:17][N:16]=3)=[CH:13][C:12]([C:21]3[CH:22]=[N:23][C:24]([N:27]4[CH2:32][CH2:31][C:30]([C:38]([F:41])([F:40])[F:39])([C:33]([O:35]CC)=[O:34])[CH2:29][CH2:28]4)=[N:25][CH:26]=3)=[CH:11][C:9]=2[N:10]=1)[CH3:2].CC(C)([O-])C.[K+].O. (4) Given the product [Br:55][C:56]1[N:57]=[CH:58][C:59]([N:49]2[CH2:54][CH2:53][O:52][CH2:51][CH2:50]2)=[CH:60][CH:61]=1, predict the reactants needed to synthesize it. The reactants are: C1(P(C2C=CC=CC=2)C2C3OC4C(=CC=CC=4P(C4C=CC=CC=4)C4C=CC=CC=4)C(C)(C)C=3C=CC=2)C=CC=CC=1.CC(C)([O-])C.[Na+].[NH:49]1[CH2:54][CH2:53][O:52][CH2:51][CH2:50]1.[Br:55][C:56]1[CH:61]=[CH:60][C:59](I)=[CH:58][N:57]=1. (5) Given the product [CH3:17][O:16][CH2:15][CH:11]1[CH2:12][CH2:13][CH2:14][N:9]([C:7]2[CH:8]=[CH:18][NH:5][C:4](=[S:6])[C:3]=2[C:1]#[N:2])[CH2:10]1, predict the reactants needed to synthesize it. The reactants are: [C:1](/[C:3](=[C:7](/[N:9]1[CH2:14][CH2:13][CH2:12][CH:11]([CH2:15][O:16][CH3:17])[CH2:10]1)\[CH3:8])/[C:4](=[S:6])[NH2:5])#[N:2].[CH3:18]OC(OC)N(C)C.O. (6) Given the product [CH:13]([N:12]1[C:8]([C:6]2[CH:5]=[CH:4][N:3]=[C:2]([NH:25][C:22]3[CH:21]=[N:20][C:19]([S:18][CH3:17])=[CH:24][N:23]=3)[N:7]=2)=[CH:9][N:10]=[C:11]1[CH3:16])([CH3:15])[CH3:14], predict the reactants needed to synthesize it. The reactants are: Cl[C:2]1[N:7]=[C:6]([C:8]2[N:12]([CH:13]([CH3:15])[CH3:14])[C:11]([CH3:16])=[N:10][CH:9]=2)[CH:5]=[CH:4][N:3]=1.[CH3:17][S:18][C:19]1[N:20]=[CH:21][C:22]([NH2:25])=[N:23][CH:24]=1.CC(C)([O-])C.[Na+].